Dataset: Experimentally validated miRNA-target interactions with 360,000+ pairs, plus equal number of negative samples. Task: Binary Classification. Given a miRNA mature sequence and a target amino acid sequence, predict their likelihood of interaction. The miRNA is hsa-miR-6849-3p with sequence ACCAGCCUGUGUCCACCUCCAG. The protein sequence of the target gene is MVLWESPRQCSSWTLCEGFCWLLLLPVMLLIVARPVKLAAFPTSLSDCQTPTGWNCSGYDDRENDLFLCDTNTCKFDGECLRIGDTVTCVCQFKCNNDYVPVCGSNGESYQNECYLRQAACKQQSEILVVSEGSCATDAGSGSGDGVHEGSGETSQKETSTCDICQFGAECDEDAEDVWCVCNIDCSQTNFNPLCASDGKSYDNACQIKEASCQKQEKIEVMSLGRCQDNTTTTTKSEDGHYARTDYAENANKLEESAREHHIPCPEHYNGFCMHGKCEHSINMQEPSCRCDAGYTGQHC.... Result: 1 (interaction).